This data is from Forward reaction prediction with 1.9M reactions from USPTO patents (1976-2016). The task is: Predict the product of the given reaction. Given the reactants [NH2:1][C:2]1[N:11]=[C:10]([NH2:12])[C:9]2[C:4](=[CH:5][CH:6]=[C:7]([CH2:13]Br)[CH:8]=2)[N:3]=1.[CH3:15][O:16][C:17]1[CH:18]=[C:19]([CH:23]=[C:24]([O:28][CH3:29])[C:25]=1[O:26][CH3:27])[C:20]([OH:22])=[O:21].C(=O)([O-])[O-].[K+].[K+].[K+].[Br-], predict the reaction product. The product is: [NH2:1][C:2]1[N:11]=[C:10]([NH2:12])[C:9]2[C:4](=[CH:5][CH:6]=[C:7]([CH2:13][O:22][C:20](=[O:21])[C:19]3[CH:18]=[C:17]([O:16][CH3:15])[C:25]([O:26][CH3:27])=[C:24]([O:28][CH3:29])[CH:23]=3)[CH:8]=2)[N:3]=1.